The task is: Predict the reactants needed to synthesize the given product.. This data is from Full USPTO retrosynthesis dataset with 1.9M reactions from patents (1976-2016). (1) Given the product [Cl:15][C:14]1[CH:10]=[C:11]([C:17]([O:19][CH2:3][CH3:4])=[O:18])[NH:12][C:13]=1[CH3:16], predict the reactants needed to synthesize it. The reactants are: ClN1C(=O)C[CH2:4][C:3]1=O.Cl[C:10]1[C:14]([Cl:15])=[C:13]([CH3:16])[NH:12][C:11]=1[C:17]([OH:19])=[O:18].[OH-].[Na+]. (2) Given the product [F:30][C:22]1[CH:23]=[C:24]([N+:27]([O-:29])=[O:28])[CH:25]=[CH:26][C:21]=1[N:4]1[CH2:5][CH2:6][N:1]([C:7]([O:9][C:10]([CH3:13])([CH3:12])[CH3:11])=[O:8])[CH2:2][CH2:3]1, predict the reactants needed to synthesize it. The reactants are: [N:1]1([C:7]([O:9][C:10]([CH3:13])([CH3:12])[CH3:11])=[O:8])[CH2:6][CH2:5][NH:4][CH2:3][CH2:2]1.C([O-])([O-])=O.[K+].[K+].F[C:21]1[CH:26]=[CH:25][C:24]([N+:27]([O-:29])=[O:28])=[CH:23][C:22]=1[F:30].O. (3) The reactants are: Br[C:2]1[CH:10]=[CH:9][C:5]2=[N:6][O:7][N:8]=[C:4]2[CH:3]=1.[C:11]([C:13]1([OH:33])[CH2:18][CH2:17][N:16]([C:19](=[O:32])[CH2:20][C:21]2[CH:26]=[CH:25][C:24]([N:27]3[CH:31]=[N:30][N:29]=[N:28]3)=[CH:23][CH:22]=2)[CH2:15][CH2:14]1)#[CH:12].C(N(CC)CC)C. Given the product [N:6]1[O:7][N:8]=[C:4]2[CH:3]=[C:2]([C:12]#[C:11][C:13]3([OH:33])[CH2:14][CH2:15][N:16]([C:19](=[O:32])[CH2:20][C:21]4[CH:26]=[CH:25][C:24]([N:27]5[CH:31]=[N:30][N:29]=[N:28]5)=[CH:23][CH:22]=4)[CH2:17][CH2:18]3)[CH:10]=[CH:9][C:5]=12, predict the reactants needed to synthesize it.